Dataset: Reaction yield outcomes from USPTO patents with 853,638 reactions. Task: Predict the reaction yield, written as a fraction of the theoretical maximum amount of product (1.0 means a 100% yield; for example, 0.34 means a 34% yield). The reactants are [Cl:1][C:2]1[CH:7]=[CH:6][C:5]([CH:8]2[CH2:13][NH:12][C:11](=[O:14])[C:10]3[S:15][C:16]([N:20]4[CH2:25][CH2:24][O:23][CH2:22][CH2:21]4)=[C:17]([CH:18]=[O:19])[C:9]2=3)=[CH:4][CH:3]=1.CO.[BH4-].[Na+]. No catalyst specified. The product is [Cl:1][C:2]1[CH:7]=[CH:6][C:5]([CH:8]2[CH2:13][NH:12][C:11](=[O:14])[C:10]3[S:15][C:16]([N:20]4[CH2:25][CH2:24][O:23][CH2:22][CH2:21]4)=[C:17]([CH2:18][OH:19])[C:9]2=3)=[CH:4][CH:3]=1. The yield is 0.620.